This data is from Retrosynthesis with 50K atom-mapped reactions and 10 reaction types from USPTO. The task is: Predict the reactants needed to synthesize the given product. (1) Given the product COc1nc(N)c2[nH]cnc2n1, predict the reactants needed to synthesize it. The reactants are: C[O-].Nc1nc(Cl)nc2nc[nH]c12. (2) Given the product O=C(O)CCC(=O)O, predict the reactants needed to synthesize it. The reactants are: CCCN(CCC)CCc1ccc2c(c1)NCCO2.O=S(=O)(Cl)c1cccc2ccccc12. (3) The reactants are: CCOC(=O)CC#N.N#Cc1ccc(C=O)cc1. Given the product CCOC(=O)/C(C#N)=C\c1ccc(C#N)cc1, predict the reactants needed to synthesize it. (4) The reactants are: CC(C)(C)OC(=O)CC1(CC(=O)OC(C)(C)C)CC(c2cc(O)ccc2CCC(=O)OCc2ccccc2)=NO1.N=C(N)Nc1ccc(C(=O)Cl)cc1. Given the product CC(C)(C)OC(=O)CC1(CC(=O)OC(C)(C)C)CC(c2cc(OC(=O)c3ccc(NC(=N)N)cc3)ccc2CCC(=O)OCc2ccccc2)=NO1, predict the reactants needed to synthesize it. (5) Given the product COC(=O)c1ccc(-c2ccc(OC3CCN(C(=O)Oc4ccc(Oc5ccc(C(F)(F)F)cn5)cc4)CC3)cc2)cc1, predict the reactants needed to synthesize it. The reactants are: COC(=O)c1ccc(-c2ccc(O)cc2)cc1.O=C(Oc1ccc(Oc2ccc(C(F)(F)F)cn2)cc1)N1CCC(O)CC1.